Dataset: NCI-60 drug combinations with 297,098 pairs across 59 cell lines. Task: Regression. Given two drug SMILES strings and cell line genomic features, predict the synergy score measuring deviation from expected non-interaction effect. (1) Drug 1: CC(C)NC(=O)C1=CC=C(C=C1)CNNC.Cl. Drug 2: COCCOC1=C(C=C2C(=C1)C(=NC=N2)NC3=CC=CC(=C3)C#C)OCCOC.Cl. Cell line: HCT-15. Synergy scores: CSS=-4.21, Synergy_ZIP=6.79, Synergy_Bliss=10.9, Synergy_Loewe=-0.618, Synergy_HSA=-0.437. (2) Drug 1: C1=CC(=CC=C1CC(C(=O)O)N)N(CCCl)CCCl.Cl. Drug 2: C1=NNC2=C1C(=O)NC=N2. Cell line: HCT-15. Synergy scores: CSS=11.1, Synergy_ZIP=-1.82, Synergy_Bliss=4.33, Synergy_Loewe=-9.33, Synergy_HSA=-0.0780. (3) Drug 1: CC1=C(C(CCC1)(C)C)C=CC(=CC=CC(=CC(=O)O)C)C. Drug 2: CC1CCCC2(C(O2)CC(NC(=O)CC(C(C(=O)C(C1O)C)(C)C)O)C(=CC3=CSC(=N3)C)C)C. Cell line: MALME-3M. Synergy scores: CSS=49.0, Synergy_ZIP=0.365, Synergy_Bliss=1.50, Synergy_Loewe=5.90, Synergy_HSA=10.1. (4) Drug 1: CCC1=CC2CC(C3=C(CN(C2)C1)C4=CC=CC=C4N3)(C5=C(C=C6C(=C5)C78CCN9C7C(C=CC9)(C(C(C8N6C)(C(=O)OC)O)OC(=O)C)CC)OC)C(=O)OC.C(C(C(=O)O)O)(C(=O)O)O. Drug 2: C1CCC(C(C1)N)N.C(=O)(C(=O)[O-])[O-].[Pt+4]. Cell line: MALME-3M. Synergy scores: CSS=39.9, Synergy_ZIP=-5.20, Synergy_Bliss=-2.85, Synergy_Loewe=-3.43, Synergy_HSA=0.924. (5) Drug 1: C1=NC2=C(N=C(N=C2N1C3C(C(C(O3)CO)O)O)F)N. Drug 2: CS(=O)(=O)CCNCC1=CC=C(O1)C2=CC3=C(C=C2)N=CN=C3NC4=CC(=C(C=C4)OCC5=CC(=CC=C5)F)Cl. Cell line: A549. Synergy scores: CSS=7.27, Synergy_ZIP=-2.88, Synergy_Bliss=-0.651, Synergy_Loewe=-5.71, Synergy_HSA=-2.02. (6) Drug 1: C1=C(C(=O)NC(=O)N1)F. Drug 2: C1=CN(C(=O)N=C1N)C2C(C(C(O2)CO)O)O.Cl. Cell line: SNB-75. Synergy scores: CSS=25.7, Synergy_ZIP=1.17, Synergy_Bliss=3.07, Synergy_Loewe=5.53, Synergy_HSA=5.84. (7) Drug 1: C1=NC(=NC(=O)N1C2C(C(C(O2)CO)O)O)N. Drug 2: CC12CCC3C(C1CCC2OP(=O)(O)O)CCC4=C3C=CC(=C4)OC(=O)N(CCCl)CCCl.[Na+]. Cell line: COLO 205. Synergy scores: CSS=23.3, Synergy_ZIP=-0.795, Synergy_Bliss=-2.91, Synergy_Loewe=-6.33, Synergy_HSA=-1.57.